From a dataset of Forward reaction prediction with 1.9M reactions from USPTO patents (1976-2016). Predict the product of the given reaction. Given the reactants [CH3:1][O:2][C:3](=[O:23])[C:4]1[CH:9]=[CH:8][C:7]([C:10]([C:12]2[C:13]3[CH2:22][CH2:21][CH2:20][CH2:19][CH2:18][C:14]=3[S:15][C:16]=2[NH2:17])=O)=[CH:6][CH:5]=1.[CH:24]1([C:27](=[O:32])[CH2:28][C:29](=O)[CH3:30])[CH2:26][CH2:25]1, predict the reaction product. The product is: [CH3:1][O:2][C:3](=[O:23])[C:4]1[CH:9]=[CH:8][C:7]([C:10]2[C:12]3[C:13]4[CH2:22][CH2:21][CH2:20][CH2:19][CH2:18][C:14]=4[S:15][C:16]=3[N:17]=[C:29]([CH3:30])[C:28]=2[C:27]([CH:24]2[CH2:26][CH2:25]2)=[O:32])=[CH:6][CH:5]=1.